This data is from Full USPTO retrosynthesis dataset with 1.9M reactions from patents (1976-2016). The task is: Predict the reactants needed to synthesize the given product. (1) Given the product [OH:25][CH2:24][CH2:55][O:58][NH:50][C:3]([C:5]1[C:13]([NH:14][C:15]2[CH:20]=[CH:19][C:18]([Br:21])=[CH:17][C:16]=2[Cl:22])=[C:12]([Cl:23])[C:8]2[N:9]=[CH:68][N:66]([CH3:65])[C:67]=2[CH:6]=1)=[O:4], predict the reactants needed to synthesize it. The reactants are: CO[C:3]([C:5]1[C:13]([NH:14][C:15]2[CH:20]=[CH:19][C:18]([Br:21])=[CH:17][C:16]=2[Cl:22])=[C:12]([Cl:23])[C:8]2[N:9]=CNC=2[CH:6]=1)=[O:4].[CH3:24][O:25]C(C1C(NC2C=CC(Br)=CC=2)=C(Cl)C2N=CNC=2C=1)=O.C1C(=O)[N:50](Cl)C(=O)C1.Cl.[C:55](=[O:58])(O)[O-].[Na+].OS([O-])=O.[Na+].[CH3:65][N:66]([CH:68]=O)[CH3:67]. (2) Given the product [CH3:17][N:11]1[CH2:12][CH2:13][CH2:14][CH:15]2[CH2:16][NH:8][CH2:9][CH:10]12, predict the reactants needed to synthesize it. The reactants are: C([N:8]1[CH2:16][CH:15]2[CH:10]([N:11]([CH3:17])[CH2:12][CH2:13][CH2:14]2)[CH2:9]1)C1C=CC=CC=1.CO. (3) Given the product [CH2:2]([SH:1])[CH2:3][CH2:4][CH2:5][CH2:6][CH2:7][CH2:2][CH2:3][CH2:4][CH3:5].[SH:1][CH:2]([OH:8])[CH2:3][CH2:4][CH2:5][CH2:6][CH3:7], predict the reactants needed to synthesize it. The reactants are: [SH:1][CH:2]([OH:8])[CH2:3][CH2:4][CH2:5][CH2:6][CH3:7]. (4) Given the product [N:1]1[N:9]2[C:4]([CH2:5][O:6][CH2:7][CH2:8]2)=[CH:3][C:2]=1[CH2:10][OH:11], predict the reactants needed to synthesize it. The reactants are: [N:1]1[N:9]2[C:4]([CH2:5][O:6][CH2:7][CH2:8]2)=[CH:3][C:2]=1[C:10](OCC)=[O:11].[H-].C([Al+]CC(C)C)C(C)C.[Cl-].[NH4+].